From a dataset of Forward reaction prediction with 1.9M reactions from USPTO patents (1976-2016). Predict the product of the given reaction. (1) Given the reactants [F:1][C:2]1[CH:3]=[C:4]2[C:10]([C:11](OCC)=[O:12])=[N:9][N:8]([CH2:16][C:17]3[CH:22]=[CH:21][CH:20]=[CH:19][C:18]=3[F:23])[C:5]2=[N:6][CH:7]=1.[NH3:24], predict the reaction product. The product is: [F:1][C:2]1[CH:3]=[C:4]2[C:10]([C:11]([NH2:24])=[O:12])=[N:9][N:8]([CH2:16][C:17]3[CH:22]=[CH:21][CH:20]=[CH:19][C:18]=3[F:23])[C:5]2=[N:6][CH:7]=1. (2) Given the reactants [CH3:1][O:2][C:3]([C:5]1[C:13]2[C:8](=[C:9](Br)[CH:10]=[CH:11][C:12]=2[F:14])[NH:7][CH:6]=1)=[O:4].[CH:16]1(B(O)O)[CH2:18][CH2:17]1.[O-]P([O-])([O-])=O.[K+].[K+].[K+], predict the reaction product. The product is: [CH:16]1([C:9]2[CH:10]=[CH:11][C:12]([F:14])=[C:13]3[C:8]=2[NH:7][CH:6]=[C:5]3[C:3]([O:2][CH3:1])=[O:4])[CH2:18][CH2:17]1. (3) Given the reactants [F:1][C:2]1[CH:10]=[C:9]([F:11])[CH:8]=[CH:7][C:3]=1[C:4](Cl)=[O:5].[NH2:12][C:13]([CH3:29])([CH2:16][N:17]1[CH:25]=[C:24]2[C:19]([C:20]([Cl:28])=[C:21]([Cl:27])[CH:22]=[C:23]2[Cl:26])=[N:18]1)[C:14]#[N:15], predict the reaction product. The product is: [C:14]([C:13]([NH:12][C:4](=[O:5])[C:3]1[CH:7]=[CH:8][C:9]([F:11])=[CH:10][C:2]=1[F:1])([CH3:29])[CH2:16][N:17]1[CH:25]=[C:24]2[C:19]([C:20]([Cl:28])=[C:21]([Cl:27])[CH:22]=[C:23]2[Cl:26])=[N:18]1)#[N:15].